This data is from Reaction yield outcomes from USPTO patents with 853,638 reactions. The task is: Predict the reaction yield, written as a fraction of the theoretical maximum amount of product (1.0 means a 100% yield; for example, 0.34 means a 34% yield). (1) The reactants are [P:1](Cl)(Cl)([O:3][C:4]1[CH:9]=[CH:8][CH:7]=[CH:6][CH:5]=1)=[O:2].Cl.[CH:13]([O:16][C:17](=[O:21])[C@H:18]([CH3:20])[NH2:19])([CH3:15])[CH3:14].C(N(CC)CC)C.[F:29][C:30]1[C:35]([OH:36])=[C:34]([F:37])[C:33]([F:38])=[C:32]([F:39])[C:31]=1[F:40]. The catalyst is C(Cl)Cl.CCCCCCC.C(OCC)(=O)C. The product is [F:29][C:30]1[C:31]([F:40])=[C:32]([F:39])[C:33]([F:38])=[C:34]([F:37])[C:35]=1[O:36][P@:1]([NH:19][C@@H:18]([CH3:20])[C:17]([O:16][CH:13]([CH3:15])[CH3:14])=[O:21])([O:3][C:4]1[CH:9]=[CH:8][CH:7]=[CH:6][CH:5]=1)=[O:2]. The yield is 0.560. (2) The catalyst is O1CCCC1.ClCCl. The reactants are C([Li])CCC.Br[C:7]1[CH:12]=[CH:11][CH:10]=[C:9](Br)[C:8]=1[O:14][CH2:15][CH2:16]Br.[S:18](=[O:20])=[O:19].[Cl:21]NC(=O)CCC(N)=O. The yield is 0.410. The product is [O:14]1[C:8]2[CH:9]=[C:10]([S:18]([Cl:21])(=[O:20])=[O:19])[CH:11]=[CH:12][C:7]=2[CH2:16][CH2:15]1.